The task is: Predict the product of the given reaction.. This data is from Forward reaction prediction with 1.9M reactions from USPTO patents (1976-2016). Given the reactants [NH2:1][N:2]1[CH2:7][CH2:6][CH2:5][CH2:4][CH2:3]1.[C:8]([O:12][CH3:13])(=[O:11])[CH:9]=[CH2:10], predict the reaction product. The product is: [CH3:13][O:12][C:8](=[O:11])[CH2:9][CH2:10][NH:1][N:2]1[CH2:7][CH2:6][CH2:5][CH2:4][CH2:3]1.